This data is from Catalyst prediction with 721,799 reactions and 888 catalyst types from USPTO. The task is: Predict which catalyst facilitates the given reaction. (1) Reactant: [OH:1][C@H:2]1[CH2:6][NH:5][C@@H:4]([C:7]([OH:9])=[O:8])[CH2:3]1.[C:10](O[C:10]([O:12][C:13]([CH3:16])([CH3:15])[CH3:14])=[O:11])([O:12][C:13]([CH3:16])([CH3:15])[CH3:14])=[O:11].C(N(CC)CC)C. Product: [C:13]([O:12][C:10]([N:5]1[CH2:6][C@H:2]([OH:1])[CH2:3][C@@H:4]1[C:7]([OH:9])=[O:8])=[O:11])([CH3:16])([CH3:15])[CH3:14]. The catalyst class is: 5. (2) Reactant: [O:1]([CH2:8][C:9]1[CH:24]=[C:12]2[CH2:13][N:14](CC3C=CC=CC=3)[CH2:15][CH2:16][N:11]2[N:10]=1)[C:2]1[CH:7]=[CH:6][CH:5]=[CH:4][CH:3]=1.C([O-])=O.[NH4+]. Product: [O:1]([CH2:8][C:9]1[CH:24]=[C:12]2[CH2:13][NH:14][CH2:15][CH2:16][N:11]2[N:10]=1)[C:2]1[CH:3]=[CH:4][CH:5]=[CH:6][CH:7]=1. The catalyst class is: 43. (3) Reactant: [CH3:1][C:2]([CH3:47])=[CH:3][CH2:4][CH2:5][C@:6]1([CH3:46])[O:11][C:10]2[C:12]([CH2:41][CH:42]=[C:43]([CH3:45])[CH3:44])=[C:13]3[O:25][C@@:24]45[C:26]6([CH2:33]/[CH:34]=[C:35](/[C:38]([OH:40])=[O:39])\[CH2:36]O)[O:29][C:30]([CH3:32])([CH3:31])[CH:23]4[CH2:22][C@H:21]([C:27]6=[O:28])[CH:20]=[C:19]5[C:17](=[O:18])[C:14]3=[C:15]([OH:16])[C:9]=2[CH:8]=[CH:7]1. Product: [CH3:1][C:2]([CH3:47])=[CH:3][CH2:4][CH2:5][C@@:6]1([CH3:46])[O:11][C:10]2[C:12]([CH2:41][CH:42]=[C:43]([CH3:45])[CH3:44])=[C:13]3[O:25][C@@:24]45[C:26]6([CH2:33]/[CH:34]=[C:35](/[C:38]([OH:40])=[O:39])\[CH3:36])[O:29][C:30]([CH3:31])([CH3:32])[CH:23]4[CH2:22][C@H:21]([C:27]6=[O:28])[CH:20]=[C:19]5[C:17](=[O:18])[C:14]3=[C:15]([OH:16])[C:9]=2[CH:8]=[CH:7]1. The catalyst class is: 22. (4) Reactant: [Cl:1][C:2]1[CH:7]=[CH:6][C:5]([N:8]2[C:13](=[O:14])[C:12]3[NH:15][N:16]=[C:17]([C:18]4[CH:23]=[CH:22][CH:21]=[CH:20][CH:19]=4)[C:11]=3[N:10]=[C:9]2[C:24]2[CH:29]=[CH:28][C:27]([CH:30]([CH3:32])[CH3:31])=[CH:26][CH:25]=2)=[CH:4][CH:3]=1.[CH3:33][S:34](Cl)(=[O:36])=[O:35]. Product: [Cl:1][C:2]1[CH:3]=[CH:4][C:5]([N:8]2[C:13](=[O:14])[C:12]3[N:15]([S:34]([CH3:33])(=[O:36])=[O:35])[N:16]=[C:17]([C:18]4[CH:23]=[CH:22][CH:21]=[CH:20][CH:19]=4)[C:11]=3[N:10]=[C:9]2[C:24]2[CH:25]=[CH:26][C:27]([CH:30]([CH3:32])[CH3:31])=[CH:28][CH:29]=2)=[CH:6][CH:7]=1. The catalyst class is: 2. (5) Product: [CH2:8]([C:5]1[O:6][CH:7]=[C:3]([CH2:2][P:10](=[O:17])([O:14][CH2:15][CH3:16])[O:11][CH2:12][CH3:13])[N:4]=1)[CH3:9]. Reactant: Cl[CH2:2][C:3]1[N:4]=[C:5]([CH2:8][CH3:9])[O:6][CH:7]=1.[P:10]([O:17]CC)([O:14][CH2:15][CH3:16])[O:11][CH2:12][CH3:13].C(OCC)(=O)C. The catalyst class is: 336. (6) Reactant: [NH2:1][C:2]1[CH:11]=[CH:10][C:5]([C:6]([O:8][CH3:9])=[O:7])=[CH:4][C:3]=1[OH:12].[Cl-].Cl[C:15](Cl)=[N+:16]([CH3:18])[CH3:17]. The catalyst class is: 2. Product: [CH3:15][N:16]([CH3:18])[C:17]1[O:12][C:3]2[CH:4]=[C:5]([C:6]([O:8][CH3:9])=[O:7])[CH:10]=[CH:11][C:2]=2[N:1]=1. (7) Product: [C:32]([O:17][CH2:16][CH2:15][N:14]1[C:13]2[C:18]([C:22]([OH:29])([CH2:26][CH2:27][CH3:28])[CH2:23][CH2:24][CH3:25])=[CH:19][CH:20]=[CH:21][C:12]=2[N:11]=[C:10]1[NH:9][C:5]1[C:6]([CH3:8])=[CH:7][C:2]([Cl:1])=[CH:3][C:4]=1[O:30][CH3:31])(=[O:34])[CH3:33]. The catalyst class is: 17. Reactant: [Cl:1][C:2]1[CH:7]=[C:6]([CH3:8])[C:5]([NH:9][C:10]2[N:14]([CH2:15][CH2:16][OH:17])[C:13]3[C:18]([C:22]([OH:29])([CH2:26][CH2:27][CH3:28])[CH2:23][CH2:24][CH3:25])=[CH:19][CH:20]=[CH:21][C:12]=3[N:11]=2)=[C:4]([O:30][CH3:31])[CH:3]=1.[C:32](OC(=O)C)(=[O:34])[CH3:33]. (8) Reactant: Br[C:2]1[C:3]([C:16]2[CH:21]=[CH:20][CH:19]=[CH:18][CH:17]=2)=[N:4][C:5]2[C:10]([N:11]=1)=[CH:9][C:8]([C:12]([O:14][CH3:15])=[O:13])=[CH:7][CH:6]=2.Cl.[C:23]1([CH2:29][CH2:30][NH2:31])[CH:28]=[CH:27][CH:26]=[CH:25][CH:24]=1.C(=O)([O-])[O-].[K+].[K+]. Product: [CH2:30]([NH:31][C:2]1[C:3]([C:16]2[CH:21]=[CH:20][CH:19]=[CH:18][CH:17]=2)=[N:4][C:5]2[C:10]([N:11]=1)=[CH:9][C:8]([C:12]([O:14][CH3:15])=[O:13])=[CH:7][CH:6]=2)[CH2:29][C:23]1[CH:28]=[CH:27][CH:26]=[CH:25][CH:24]=1. The catalyst class is: 9. (9) Reactant: [CH3:1][N:2]1[CH2:7][CH2:6][CH:5]([CH2:8][C:9]2[CH:10]=[C:11]([C:15]3[CH:20]=[CH:19][CH:18]=[C:17]([CH2:21][NH2:22])[CH:16]=3)[CH:12]=[CH:13][CH:14]=2)[CH2:4][CH2:3]1.Cl[S:24]([C:27]1[CH:28]=[C:29]([CH:33]=[CH:34][CH:35]=1)[C:30]([OH:32])=[O:31])(=[O:26])=[O:25]. Product: [CH3:1][N:2]1[CH2:7][CH2:6][CH:5]([CH2:8][C:9]2[CH:10]=[C:11]([C:15]3[CH:20]=[CH:19][CH:18]=[C:17]([CH2:21][NH:22][S:24]([C:27]4[CH:28]=[C:29]([CH:33]=[CH:34][CH:35]=4)[C:30]([OH:32])=[O:31])(=[O:26])=[O:25])[CH:16]=3)[CH:12]=[CH:13][CH:14]=2)[CH2:4][CH2:3]1. The catalyst class is: 2. (10) Reactant: Br[C:2]1[N:3]([CH2:21][C:22]([N:24]([CH3:26])[CH3:25])=[O:23])[C:4]2[C:9]([C:10]=1[CH:11]1[CH2:16][CH2:15][CH2:14][CH2:13][CH2:12]1)=[CH:8][CH:7]=[C:6]([C:17]([O:19][CH3:20])=[O:18])[CH:5]=2.ClCC(N(C)C)=O.C([O-])([O-])=O.[Na+].[Na+].[CH3:40][O:41][C:42]1[CH:47]=[CH:46][C:45](B(O)O)=[CH:44][N:43]=1. Product: [CH:11]1([C:10]2[C:9]3[C:4](=[CH:5][C:6]([C:17]([O:19][CH3:20])=[O:18])=[CH:7][CH:8]=3)[N:3]([CH2:21][C:22]([N:24]([CH3:26])[CH3:25])=[O:23])[C:2]=2[C:45]2[CH:44]=[N:43][C:42]([O:41][CH3:40])=[CH:47][CH:46]=2)[CH2:16][CH2:15][CH2:14][CH2:13][CH2:12]1. The catalyst class is: 12.